Predict the reactants needed to synthesize the given product. From a dataset of Full USPTO retrosynthesis dataset with 1.9M reactions from patents (1976-2016). (1) Given the product [C:31]([N:59]1[C:63]2[CH:64]=[CH:65][C:66]([C:68]([NH:9][C@@H:8]([CH2:10][C:11]3[CH:16]=[CH:15][C:14]([Cl:17])=[CH:13][CH:12]=3)[C:7]([O:6][C:2]([CH3:5])([CH3:3])[CH3:4])=[O:18])=[O:69])=[CH:67][C:62]=2[N:61]=[C:24]1[NH2:21])([O:30][C:26]([CH3:27])([CH3:28])[CH3:29])=[O:32], predict the reactants needed to synthesize it. The reactants are: Cl.[C:2]([O:6][C:7](=[O:18])[C@H:8]([CH2:10][C:11]1[CH:16]=[CH:15][C:14]([Cl:17])=[CH:13][CH:12]=1)[NH2:9])([CH3:5])([CH3:4])[CH3:3].C([N:21]([CH2:24]C)CC)C.[C:26]([O:30][C:31](NC1NC2C=CC(C(O)=O)=CC=2N=1)=[O:32])([CH3:29])([CH3:28])[CH3:27].Cl.CN(C)CCCN=C=NCC.O[N:59]1[C:63]2[CH:64]=[CH:65][CH:66]=[CH:67][C:62]=2[N:61]=N1.[CH3:68][OH:69].ClCCl. (2) Given the product [CH3:14][O:13][C:9]1[C:7]2[N:8]=[C:16]([NH2:17])[N:3]3[CH2:4][CH2:5][N:1]=[C:2]3[C:6]=2[CH:12]=[CH:11][CH:10]=1.[N:17]([CH2:20][CH3:21])([CH2:18][CH3:19])[CH2:16][CH3:15].[BrH:24], predict the reactants needed to synthesize it. The reactants are: [NH:1]1[CH2:5][CH2:4][N:3]=[C:2]1[C:6]1[CH:12]=[CH:11][CH:10]=[C:9]([O:13][CH3:14])[C:7]=1[NH2:8].[CH3:15][CH2:16][N:17]([CH2:20][CH3:21])[CH2:18][CH3:19].N#C[Br:24]. (3) Given the product [N:53]([CH:18]([C:9]1[C:8]([C:4]2[CH:5]=[CH:6][CH:7]=[C:2]([F:1])[CH:3]=2)=[C:17]2[C:12]([CH:13]=[CH:14][CH:15]=[N:16]2)=[CH:11][CH:10]=1)[CH3:19])=[N+:54]=[N-:55], predict the reactants needed to synthesize it. The reactants are: [F:1][C:2]1[CH:3]=[C:4]([C:8]2[C:9]([CH:18](O)[CH3:19])=[CH:10][CH:11]=[C:12]3[C:17]=2[N:16]=[CH:15][CH:14]=[CH:13]3)[CH:5]=[CH:6][CH:7]=1.FC1C=C(B(O)O)C=CC=1.C(N(CC)CC)C.CS(Cl)(=O)=O.S([O-])(=O)(=O)C.CN(C)C=O.[N-:53]=[N+:54]=[N-:55].[Na+]. (4) Given the product [CH3:1][C:2]1([CH3:15])[C:7]2([CH2:12][CH:11]([CH2:13][OH:14])[CH2:10][CH2:9][CH2:8]2)[CH:6]=[CH:5][CH2:4][CH2:3]1, predict the reactants needed to synthesize it. The reactants are: [CH3:1][C:2]1([CH3:15])[C:7]2([CH2:12][CH:11]([CH:13]=[O:14])[CH2:10][CH2:9][CH2:8]2)[CH:6]=[CH:5][CH2:4][CH2:3]1.[BH4-].[Na+].[OH-].[Na+]. (5) Given the product [CH:1]1([C:6]2[C:15]3[C:14](=[O:16])[CH2:13][C:12]([CH3:17])([CH3:18])[CH2:11][C:10]=3[NH:9][C:8](=[O:19])[C:7]=2[C:20]#[N:21])[CH2:2][CH2:3][CH2:4][CH2:5]1, predict the reactants needed to synthesize it. The reactants are: [CH:1]1([CH:6]2[C:15]3[C:14](=[O:16])[CH2:13][C:12]([CH3:18])([CH3:17])[CH2:11][C:10]=3[NH:9][C:8](=[O:19])[CH:7]2[C:20]#[N:21])[CH2:5][CH2:4][CH2:3][CH2:2]1. (6) Given the product [CH3:1][N:2]1[C:6]([C:7]2[C:13]3[NH:9][C:10]([C:7]([C:6]4[N:2]([CH3:1])[CH:3]=[N:4][CH:5]=4)=[C:10]4[N:9]=[C:13]([C:7]([C:6]5[N:2]([CH3:1])[CH:3]=[N:4][CH:5]=5)=[C:10]5[NH:9][C:13](=[C:7]([C:6]6[N:2]([CH3:1])[CH:3]=[N:4][CH:5]=6)[C:10]6[CH:11]=[CH:12][C:13]=2[N:9]=6)[CH:12]=[CH:11]5)[CH:12]=[CH:11]4)=[CH:11][CH:12]=3)=[CH:5][N:4]=[CH:3]1, predict the reactants needed to synthesize it. The reactants are: [CH3:1][N:2]1[C:6]([CH:7]=O)=[CH:5][N:4]=[CH:3]1.[NH:9]1[CH:13]=[CH:12][CH:11]=[CH:10]1. (7) Given the product [C:21]1(=[O:22])[NH:20][C:18](=[O:19])[C:16]2=[CH:17][CH:12]=[CH:13][CH:14]=[C:15]12, predict the reactants needed to synthesize it. The reactants are: COC1C=CC=CC=1[C@@H](N)C.[CH:12]1[CH:17]=[C:16]2[C:18]([N:20](CC=O)[C:21](=[O:22])[C:15]2=[CH:14][CH:13]=1)=[O:19].C(O[BH-](OC(=O)C)OC(=O)C)(=O)C.[Na+].C=O.C(=O)([O-])O.[Na+]. (8) Given the product [NH2:27][C:24]1[CH:25]=[CH:26][C:21]([O:20][C:18]2[CH:19]=[C:14]([NH:13][C:11]([N:8]3[CH2:9][CH2:10][N:5]([CH2:4][CH2:3][N:2]([CH3:31])[CH3:1])[CH2:6][CH2:7]3)=[O:12])[N:15]=[CH:16][N:17]=2)=[C:22]([F:30])[CH:23]=1, predict the reactants needed to synthesize it. The reactants are: [CH3:1][N:2]([CH3:31])[CH2:3][CH2:4][N:5]1[CH2:10][CH2:9][N:8]([C:11]([NH:13][C:14]2[CH:19]=[C:18]([O:20][C:21]3[CH:26]=[CH:25][C:24]([N+:27]([O-])=O)=[CH:23][C:22]=3[F:30])[N:17]=[CH:16][N:15]=2)=[O:12])[CH2:7][CH2:6]1. (9) The reactants are: [N:1]([C:4]1[S:5][C:6]([C:19]([NH2:21])=[O:20])=[C:7]([C:9]2[CH:14]=[CH:13][C:12]([C:15]([F:18])([F:17])[F:16])=[CH:11][CH:10]=2)[N:8]=1)=[N+]=[N-].CO.[Cl-].[NH4+]. Given the product [NH2:1][C:4]1[S:5][C:6]([C:19]([NH2:21])=[O:20])=[C:7]([C:9]2[CH:10]=[CH:11][C:12]([C:15]([F:18])([F:16])[F:17])=[CH:13][CH:14]=2)[N:8]=1, predict the reactants needed to synthesize it.